Dataset: TCR-epitope binding with 47,182 pairs between 192 epitopes and 23,139 TCRs. Task: Binary Classification. Given a T-cell receptor sequence (or CDR3 region) and an epitope sequence, predict whether binding occurs between them. The TCR CDR3 sequence is CASSSGLAGGFTDTQYF. The epitope is ELAGIGILTV. Result: 0 (the TCR does not bind to the epitope).